This data is from Catalyst prediction with 721,799 reactions and 888 catalyst types from USPTO. The task is: Predict which catalyst facilitates the given reaction. The catalyst class is: 356. Product: [CH2:1]([C@:8]12[CH2:20][CH2:19][C@:16]([CH2:18][CH3:34])([OH:17])[CH2:15][C@H:14]1[CH2:13][CH2:12][CH2:11][N:10]1[CH:21]=[C:22]([C:24]([NH:26][C:27]3[C:28]([CH3:33])=[N:29][CH:30]=[CH:31][CH:32]=3)=[O:25])[CH:23]=[C:9]21)[C:2]1[CH:3]=[CH:4][CH:5]=[CH:6][CH:7]=1.[CH2:34]([C@@:41]12[CH2:53][CH2:52][C@@:49]([CH2:51][CH3:67])([OH:50])[CH2:48][C@@H:47]1[CH2:46][CH2:45][CH2:44][N:43]1[CH:54]=[C:55]([C:57]([NH:59][C:60]3[C:61]([CH3:66])=[N:62][CH:63]=[CH:64][CH:65]=3)=[O:58])[CH:56]=[C:42]21)[C:35]1[CH:36]=[CH:37][CH:38]=[CH:39][CH:40]=1. Reactant: [CH2:1]([C@:8]12[CH2:20][CH2:19][C@@:16]3([CH2:18][O:17]3)[CH2:15][C@H:14]1[CH2:13][CH2:12][CH2:11][N:10]1[CH:21]=[C:22]([C:24]([NH:26][C:27]3[C:28]([CH3:33])=[N:29][CH:30]=[CH:31][CH:32]=3)=[O:25])[CH:23]=[C:9]21)[C:2]1[CH:7]=[CH:6][CH:5]=[CH:4][CH:3]=1.[CH2:34]([C@@:41]12[CH2:53][CH2:52][C@:49]3([CH2:51][O:50]3)[CH2:48][C@@H:47]1[CH2:46][CH2:45][CH2:44][N:43]1[CH:54]=[C:55]([C:57]([NH:59][C:60]3[C:61]([CH3:66])=[N:62][CH:63]=[CH:64][CH:65]=3)=[O:58])[CH:56]=[C:42]21)[C:35]1[CH:40]=[CH:39][CH:38]=[CH:37][CH:36]=1.[CH3:67][Mg]Br.